Dataset: Aqueous solubility values for 9,982 compounds from the AqSolDB database. Task: Regression/Classification. Given a drug SMILES string, predict its absorption, distribution, metabolism, or excretion properties. Task type varies by dataset: regression for continuous measurements (e.g., permeability, clearance, half-life) or binary classification for categorical outcomes (e.g., BBB penetration, CYP inhibition). For this dataset (solubility_aqsoldb), we predict Y. (1) The compound is CCN. The Y is 1.35 log mol/L. (2) The molecule is CCc1c(C(=O)O)c(=O)cnn1-c1ccc(Cl)cc1. The Y is 0.400 log mol/L. (3) The drug is COc1ccc([N+](=O)[O-])cc1OC(C)=O. The Y is -2.95 log mol/L. (4) The drug is Clc1cccc(-c2cccc(Cl)c2Cl)c1Cl. The Y is -7.27 log mol/L.